Dataset: CYP3A4 inhibition data for predicting drug metabolism from PubChem BioAssay. Task: Regression/Classification. Given a drug SMILES string, predict its absorption, distribution, metabolism, or excretion properties. Task type varies by dataset: regression for continuous measurements (e.g., permeability, clearance, half-life) or binary classification for categorical outcomes (e.g., BBB penetration, CYP inhibition). Dataset: cyp3a4_veith. The compound is CC(=O)NCCn1c(SCC(=O)NCc2ccco2)nc2ccccc2c1=O. The result is 1 (inhibitor).